This data is from Blood-brain barrier permeability classification from the B3DB database. The task is: Regression/Classification. Given a drug SMILES string, predict its absorption, distribution, metabolism, or excretion properties. Task type varies by dataset: regression for continuous measurements (e.g., permeability, clearance, half-life) or binary classification for categorical outcomes (e.g., BBB penetration, CYP inhibition). Dataset: b3db_classification. The drug is Cc1ccccc1-n1c(/C=C\c2ccccn2)nc2ccccc2c1=O. The result is 1 (penetrates BBB).